From a dataset of Forward reaction prediction with 1.9M reactions from USPTO patents (1976-2016). Predict the product of the given reaction. (1) The product is: [F:4][C:3]([F:6])([F:5])[C:1]([OH:7])=[O:2].[F:4][C:3]([F:6])([F:5])[C:1]([OH:7])=[O:2].[NH2:37][C@H:33]1[CH2:34][CH2:35][CH2:36][N:31]([C:30]2[CH:29]=[CH:28][N:27]=[CH:26][C:25]=2[NH:24][C:21]2[N:19]3[N:20]=[C:15]([C:10]4[CH:11]=[CH:12][CH:13]=[CH:14][C:9]=4[F:8])[CH:16]=[CH:17][C:18]3=[CH:23][N:22]=2)[CH2:32]1. Given the reactants [C:1]([OH:7])([C:3]([F:6])([F:5])[F:4])=[O:2].[F:8][C:9]1[CH:14]=[CH:13][CH:12]=[CH:11][C:10]=1[C:15]1[CH:16]=[CH:17][C:18]2[N:19]([C:21]([NH:24][C:25]3[CH:26]=[N:27][CH:28]=[CH:29][C:30]=3[N:31]3[CH2:36][CH2:35][CH2:34][C@H:33]([NH:37]C(=O)OC(C)(C)C)[CH2:32]3)=[N:22][CH:23]=2)[N:20]=1, predict the reaction product. (2) The product is: [C:49]([O:53][C:47](=[O:32])[NH:44][C:19]1[C:15]([C:12]2[CH:11]=[CH:10][C:9]([O:8][CH2:7][C:6]3[CH:5]=[CH:4][C:3]([O:2][CH3:1])=[CH:24][CH:23]=3)=[CH:14][CH:13]=2)=[N:16][O:17][CH:18]=1)([CH3:52])([CH3:51])[CH3:50]. Given the reactants [CH3:1][O:2][C:3]1[CH:24]=[CH:23][C:6]([CH2:7][O:8][C:9]2[CH:14]=[CH:13][C:12]([C:15]3[C:19](C(O)=O)=[CH:18][O:17][N:16]=3)=[CH:11][CH:10]=2)=[CH:5][CH:4]=1.C1(P(N=[N+]=[N-])(C2C=CC=CC=2)=[O:32])C=CC=CC=1.C([N:44]([CH2:47]C)CC)C.[C:49]([OH:53])([CH3:52])([CH3:51])[CH3:50], predict the reaction product.